This data is from Rat liver microsome stability data. The task is: Regression/Classification. Given a drug SMILES string, predict its absorption, distribution, metabolism, or excretion properties. Task type varies by dataset: regression for continuous measurements (e.g., permeability, clearance, half-life) or binary classification for categorical outcomes (e.g., BBB penetration, CYP inhibition). Dataset: rlm. (1) The drug is Nc1nc2c(s1)C(c1c(Cl)cccc1Cl)CC(=O)N2. The result is 1 (stable in rat liver microsomes). (2) The molecule is COCCOc1cc2ncnc(-n3nc(-c4ccccn4)nc3N)c2cc1OCCOC. The result is 0 (unstable in rat liver microsomes). (3) The drug is Cn1nnnc1Sc1ncnc2scc(-c3cccc(S(C)(=O)=O)c3)c12. The result is 0 (unstable in rat liver microsomes). (4) The compound is COc1ccc(C(=O)N2CCN(c3ccc(C)cn3)CC2)cc1C#Cc1ccccc1. The result is 1 (stable in rat liver microsomes).